This data is from Full USPTO retrosynthesis dataset with 1.9M reactions from patents (1976-2016). The task is: Predict the reactants needed to synthesize the given product. (1) The reactants are: [CH3:1][C:2]1([CH3:34])[CH2:7][O:6][CH2:5][CH2:4][N:3]1[C:8]([C:10]1[N:11]=[C:12](/[CH:29]=[CH:30]/[CH2:31][O:32][CH3:33])[N:13]2[C:22]3[C:17](=[CH:18][C:19]([O:27][CH3:28])=[C:20]([O:23][CH:24]([CH3:26])[CH3:25])[CH:21]=3)[CH2:16][CH2:15][C:14]=12)=[O:9].[H][H].C(N(CC)CC)C. Given the product [CH3:34][C:2]1([CH3:1])[CH2:7][O:6][CH2:5][CH2:4][N:3]1[C:8]([C:10]1[N:11]=[C:12]([CH2:29][CH2:30][CH2:31][O:32][CH3:33])[N:13]2[C:22]3[C:17](=[CH:18][C:19]([O:27][CH3:28])=[C:20]([O:23][CH:24]([CH3:26])[CH3:25])[CH:21]=3)[CH2:16][CH2:15][C:14]=12)=[O:9], predict the reactants needed to synthesize it. (2) Given the product [C:1]([O:5][C:6](=[O:26])[NH:7][C:8]1[CH:13]=[C:12]([O:14][CH3:15])[C:11]([N:16]2[CH:20]=[CH:19][CH:18]=[C:17]2[C:21]([CH3:24])([CH3:23])[CH3:22])=[CH:10][C:9]=1[NH:25][C:30](=[O:29])[CH2:31][C:32]([C:34]1[CH:41]=[CH:40][CH:39]=[C:36]([C:37]#[N:38])[CH:35]=1)=[O:33])([CH3:4])([CH3:2])[CH3:3], predict the reactants needed to synthesize it. The reactants are: [C:1]([O:5][C:6](=[O:26])[NH:7][C:8]1[CH:13]=[C:12]([O:14][CH3:15])[C:11]([N:16]2[CH:20]=[CH:19][CH:18]=[C:17]2[C:21]([CH3:24])([CH3:23])[CH3:22])=[CH:10][C:9]=1[NH2:25])([CH3:4])([CH3:3])[CH3:2].CC1(C)[O:33][C:32]([C:34]2[CH:35]=[C:36]([CH:39]=[CH:40][CH:41]=2)[C:37]#[N:38])=[CH:31][C:30](=O)[O:29]1. (3) Given the product [CH:1]1([N:4]([CH:5]2[CH2:10][CH2:9][N:8]([C:11]3[O:15][N:14]=[C:13]([CH:16]([CH3:18])[CH3:17])[N:12]=3)[CH2:7][CH2:6]2)[C:28](=[O:29])[C:27]2[CH:26]=[CH:25][C:24]([N:19]3[CH:23]=[N:22][CH:21]=[N:20]3)=[CH:32][CH:31]=2)[CH2:2][CH2:3]1, predict the reactants needed to synthesize it. The reactants are: [CH:1]1([NH:4][CH:5]2[CH2:10][CH2:9][N:8]([C:11]3[O:15][N:14]=[C:13]([CH:16]([CH3:18])[CH3:17])[N:12]=3)[CH2:7][CH2:6]2)[CH2:3][CH2:2]1.[N:19]1([C:24]2[CH:32]=[CH:31][C:27]([C:28](O)=[O:29])=[CH:26][CH:25]=2)[CH:23]=[N:22][CH:21]=[N:20]1. (4) Given the product [F:4][CH:3]([F:5])[C:2]1[N:15]=[C:16]([C:18]2[CH:19]=[N:20][N:21]([CH3:27])[C:22]=2[C:23]([O:25][CH3:26])=[O:24])[S:17][C:13]=1[CH:14]=[CH2:28], predict the reactants needed to synthesize it. The reactants are: F[C:2](OB([O-])[O-])=[C:3]([F:5])[F:4].[K+].[K+].Br[C:13]1[S:17][C:16]([C:18]2[CH:19]=[N:20][N:21]([CH3:27])[C:22]=2[C:23]([O:25][CH3:26])=[O:24])=[N:15][C:14]=1[CH:28](F)F.[B-](F)(F)(F)C=C.[K+]. (5) Given the product [ClH:45].[C:32]([C:29]1[CH:30]=[CH:31][C:26]([C:20]2[C:21]([O:24][CH3:25])=[CH:22][CH:23]=[C:18]([CH2:17][N:16]([CH:13]3[CH2:12][CH2:11][CH:10]([NH:8][CH3:7])[CH2:15][CH2:14]3)[C:34]([C:36]3[S:40][C:39]4[CH:41]=[CH:42][CH:43]=[CH:44][C:38]=4[C:37]=3[Cl:45])=[O:35])[CH:19]=2)=[CH:27][CH:28]=1)#[N:33], predict the reactants needed to synthesize it. The reactants are: Cl.C(O[C:7](=O)[N:8]([CH:10]1[CH2:15][CH2:14][CH:13]([N:16]([C:34]([C:36]2[S:40][C:39]3[CH:41]=[CH:42][CH:43]=[CH:44][C:38]=3[C:37]=2[Cl:45])=[O:35])[CH2:17][C:18]2[CH:19]=[C:20]([C:26]3[CH:31]=[CH:30][C:29]([C:32]#[N:33])=[CH:28][CH:27]=3)[C:21]([O:24][CH3:25])=[CH:22][CH:23]=2)[CH2:12][CH2:11]1)C)(C)(C)C.C(O)C. (6) Given the product [NH2:1][C:2]1[C:10]([O:11][CH3:12])=[CH:9][C:5]([C:6]([O:8][CH3:15])=[O:7])=[C:4]([F:13])[CH:3]=1, predict the reactants needed to synthesize it. The reactants are: [NH2:1][C:2]1[C:10]([O:11][CH3:12])=[CH:9][C:5]([C:6]([OH:8])=[O:7])=[C:4]([F:13])[CH:3]=1.[Si](C=[N+]=[N-])(C)(C)[CH3:15]. (7) Given the product [ClH:12].[Cl:13][C:14]1[CH:23]=[C:22]2[C:17]([CH:18]=[CH:19][N:20]=[CH:21]2)=[CH:16][C:15]=1[S:24][CH2:25][CH:26]1[CH2:31][CH2:30][NH:29][CH2:28][CH2:27]1, predict the reactants needed to synthesize it. The reactants are: BrC1C=C2C(=CC=1[Cl:12])C=NC=C2.[Cl:13][C:14]1[CH:23]=[C:22]2[C:17]([CH:18]=[CH:19][N:20]=[CH:21]2)=[CH:16][C:15]=1[S:24][CH2:25][CH:26]1[CH2:31][CH2:30][NH:29][CH2:28][CH2:27]1.C(OC(N1CCC(CBr)CC1)=O)(C)(C)C.Cl.